This data is from Full USPTO retrosynthesis dataset with 1.9M reactions from patents (1976-2016). The task is: Predict the reactants needed to synthesize the given product. Given the product [Br:25][C:26]1[CH:32]=[C:31]2[C:29](=[CH:28][C:27]=1[O:33][CH3:34])[N:30]=[CH:10][CH:9]=[CH:14]2, predict the reactants needed to synthesize it. The reactants are: S(=O)(=O)(O)O.[N+]([C:9]1[CH:10]=C(S(O)(=O)=O)C=C[CH:14]=1)([O-])=O.OCC(CO)O.[Br:25][C:26]1[CH:32]=[CH:31][C:29]([NH2:30])=[CH:28][C:27]=1[O:33][CH3:34].